Task: Predict the product of the given reaction.. Dataset: Forward reaction prediction with 1.9M reactions from USPTO patents (1976-2016) (1) Given the reactants Cl.[CH:2]([NH:5][NH2:6])([CH3:4])[CH3:3].C(O)(=O)C.[CH:11](=O)[C:12]([CH3:14])=[O:13], predict the reaction product. The product is: [CH:2]([NH:5][N:6]=[CH:11][C:12](=[O:13])[CH3:14])([CH3:4])[CH3:3]. (2) Given the reactants [CH3:1][N:2]([CH:22]1[C:31]2[N:30]=[CH:29][CH:28]=[CH:27][C:26]=2[CH2:25][CH2:24][CH2:23]1)[CH2:3][C:4]([NH:6][C:7]1[CH:12]=[CH:11][CH:10]=[CH:9][C:8]=1[NH:13][CH2:14][CH2:15][C:16]1[N:20]([CH3:21])[CH:19]=[N:18][CH:17]=1)=O.CC(C)(CN1C2C=CC=CC=2N=C1CNC(OCC1C=CC=CC=1)=O)CNC(=O)OC(C)(C)C, predict the reaction product. The product is: [CH3:1][N:2]([CH2:3][C:4]1[N:13]([CH2:14][CH2:15][C:16]2[N:20]([CH3:21])[CH:19]=[N:18][CH:17]=2)[C:8]2[CH:9]=[CH:10][CH:11]=[CH:12][C:7]=2[N:6]=1)[CH:22]1[C:31]2[N:30]=[CH:29][CH:28]=[CH:27][C:26]=2[CH2:25][CH2:24][CH2:23]1. (3) Given the reactants [C:1]([N:4]1[CH2:9][CH2:8][O:7][CH2:6][CH2:5]1)(=O)[CH3:2].[Li+].CC([N-]C(C)C)C.[N:18]1[CH:23]=[CH:22][C:21]([C:24]2[CH:32]=[CH:31][CH:30]=[C:29]3[C:25]=2[CH2:26][CH2:27][C:28]3=O)=[CH:20][CH:19]=1.[AlH3].N(CC)(C)C, predict the reaction product. The product is: [N:18]1[CH:23]=[CH:22][C:21]([C:24]2[CH:32]=[CH:31][CH:30]=[C:29]3[C:25]=2[CH2:26][CH:27]=[C:28]3[CH2:2][CH2:1][N:4]2[CH2:9][CH2:8][O:7][CH2:6][CH2:5]2)=[CH:20][CH:19]=1. (4) Given the reactants [NH3:1].[Cl:2][C:3]1[N:4]=[CH:5][N:6]([C:8]2[C:13]([O:14][CH3:15])=[CH:12][C:11]([N:16]=[C:17]=[S:18])=[CH:10][C:9]=2[F:19])[CH:7]=1, predict the reaction product. The product is: [Cl:2][C:3]1[N:4]=[CH:5][N:6]([C:8]2[C:13]([O:14][CH3:15])=[CH:12][C:11]([NH:16][C:17]([NH2:1])=[S:18])=[CH:10][C:9]=2[F:19])[CH:7]=1. (5) Given the reactants [O:1]=[C:2]1[CH2:7][NH:6][CH2:5][CH2:4][NH:3]1.[C:8]1([CH:14]([C:19]2[CH:24]=[CH:23][CH:22]=[CH:21][CH:20]=2)[CH2:15][C:16](O)=[O:17])[CH:13]=[CH:12][CH:11]=[CH:10][CH:9]=1.C(Cl)CCl, predict the reaction product. The product is: [C:19]1([CH:14]([C:8]2[CH:9]=[CH:10][CH:11]=[CH:12][CH:13]=2)[CH2:15][C:16]([N:6]2[CH2:5][CH2:4][NH:3][C:2](=[O:1])[CH2:7]2)=[O:17])[CH:20]=[CH:21][CH:22]=[CH:23][CH:24]=1. (6) Given the reactants [NH:1]1[CH:5]=[CH:4][CH:3]=[C:2]1[CH:6]=[O:7].Br[CH2:9][CH2:10][CH2:11][O:12][CH3:13].[H-].[Na+], predict the reaction product. The product is: [CH3:13][O:12][CH2:11][CH2:10][CH2:9][N:1]1[CH:5]=[CH:4][CH:3]=[C:2]1[CH:6]=[O:7]. (7) Given the reactants [CH3:1][S:2]([O:5][C:6]1[CH:11]=[CH:10][C:9]([CH2:12][CH2:13]CS([O-])(=O)=O)=[CH:8][CH:7]=1)(=[O:4])=[O:3].[CH2:19]([O:21][C@@H:22]([CH2:28][C:29]1[CH:34]=[CH:33][C:32]([OH:35])=[CH:31][CH:30]=1)[C:23]([O:25]CC)=[O:24])[CH3:20].C([O-])([O-])=O.[Na+].[Na+].CC(C)=O, predict the reaction product. The product is: [CH2:19]([O:21][C@@H:22]([CH2:28][C:29]1[CH:30]=[CH:31][C:32]([O:35][CH2:13][CH2:12][C:9]2[CH:8]=[CH:7][C:6]([O:5][S:2]([CH3:1])(=[O:3])=[O:4])=[CH:11][CH:10]=2)=[CH:33][CH:34]=1)[C:23]([OH:25])=[O:24])[CH3:20].